From a dataset of Full USPTO retrosynthesis dataset with 1.9M reactions from patents (1976-2016). Predict the reactants needed to synthesize the given product. (1) Given the product [Br:1][C:2]1[CH:3]=[C:4]2[C:5](=[CH:10][CH:11]=1)[C:6](=[O:8])[N:16]([CH2:14][CH3:15])[CH2:12]2, predict the reactants needed to synthesize it. The reactants are: [Br:1][C:2]1[CH:11]=[CH:10][C:5]([C:6]([O:8]C)=O)=[C:4]([CH2:12]Br)[CH:3]=1.[CH2:14]([NH2:16])[CH3:15].C(=O)([O-])[O-].[K+].[K+]. (2) Given the product [F:24][C:23]1[CH:22]=[CH:21][CH:20]=[C:19]([F:25])[C:18]=1[N:9]1[C:10]2[CH:15]=[CH:14][N:13]=[C:12]([O:16][CH3:17])[C:11]=2[C:7]([C:34]2[CH:35]=[CH:36][C:31]([CH2:30][C:28]#[N:29])=[CH:32][CH:33]=2)=[N:8]1, predict the reactants needed to synthesize it. The reactants are: FC(F)(F)S(O[C:7]1[C:11]2[C:12]([O:16][CH3:17])=[N:13][CH:14]=[CH:15][C:10]=2[N:9]([C:18]2[C:23]([F:24])=[CH:22][CH:21]=[CH:20][C:19]=2[F:25])[N:8]=1)(=O)=O.[C:28]([CH2:30][C:31]1[CH:36]=[CH:35][C:34](B(O)O)=[CH:33][CH:32]=1)#[N:29].C(=O)([O-])[O-].[K+].[K+]. (3) Given the product [CH2:12]([N:16]1[C:24](=[O:25])[C:23]2[C:18](=[CH:19][C:20]([CH3:26])=[CH:21][CH:22]=2)[CH:17]1[CH2:27][C:28]([NH:10][C:9]([NH2:11])=[NH:8])=[O:29])[CH:13]([CH3:15])[CH3:14], predict the reactants needed to synthesize it. The reactants are: CC(C)([O-])C.[K+].[Cl-].[NH2:8][C:9]([NH2:11])=[NH2+:10].[CH2:12]([N:16]1[C:24](=[O:25])[C:23]2[C:18](=[CH:19][C:20]([CH3:26])=[CH:21][CH:22]=2)[CH:17]1[CH2:27][C:28](OCC)=[O:29])[CH:13]([CH3:15])[CH3:14]. (4) Given the product [Cl:8][C:6]1[CH:5]=[CH:4][C:3]([O:9][CH3:10])=[C:2]([C:26]2([OH:29])[CH2:25][CH2:24][N:23]([C:16]([O:18][C:19]([CH3:21])([CH3:20])[CH3:22])=[O:17])[CH2:28][CH2:27]2)[CH:7]=1, predict the reactants needed to synthesize it. The reactants are: Br[C:2]1[CH:7]=[C:6]([Cl:8])[CH:5]=[CH:4][C:3]=1[O:9][CH3:10].C([Li])CCC.[C:16]([N:23]1[CH2:28][CH2:27][C:26](=[O:29])[CH2:25][CH2:24]1)([O:18][C:19]([CH3:22])([CH3:21])[CH3:20])=[O:17].S([O-])(O)(=O)=O.[Na+].S([O-])([O-])(=O)=O.[Na+].[Na+]. (5) Given the product [Br:1][C:2]1[CH:7]=[C:6]([F:8])[CH:5]=[CH:4][C:3]=1[CH:9]1[C:14]([C:15]([O:17][CH2:18][CH3:19])=[O:16])=[C:13]([CH2:20][Br:34])[NH:12][C:11]([C:21]2[S:22][C:23]([CH3:26])=[N:24][N:25]=2)=[N:10]1, predict the reactants needed to synthesize it. The reactants are: [Br:1][C:2]1[CH:7]=[C:6]([F:8])[CH:5]=[CH:4][C:3]=1[CH:9]1[C:14]([C:15]([O:17][CH2:18][CH3:19])=[O:16])=[C:13]([CH3:20])[NH:12][C:11]([C:21]2[S:22][C:23]([CH3:26])=[N:24][N:25]=2)=[N:10]1.C1C(=O)N([Br:34])C(=O)C1. (6) Given the product [Br:20][C:21]1[CH:28]=[CH:27][C:24]([CH2:25][N:4]2[CH2:3][CH2:2][N:1]([C:7]3[CH:8]=[CH:9][C:10]4[N:11]([C:13]([C:16]([F:17])([F:18])[F:19])=[N:14][N:15]=4)[N:12]=3)[CH2:6][CH2:5]2)=[CH:23][CH:22]=1, predict the reactants needed to synthesize it. The reactants are: [N:1]1([C:7]2[CH:8]=[CH:9][C:10]3[N:11]([C:13]([C:16]([F:19])([F:18])[F:17])=[N:14][N:15]=3)[N:12]=2)[CH2:6][CH2:5][NH:4][CH2:3][CH2:2]1.[Br:20][C:21]1[CH:28]=[CH:27][C:24]([CH:25]=O)=[CH:23][CH:22]=1. (7) Given the product [F:1][C:2]1[C:7](=[O:8])[N:6]([CH3:9])[C:5]([NH:10][C:11]2[CH:16]=[CH:15][C:14]([S:17][CH3:18])=[CH:13][C:12]=2[F:19])=[C:4]([C:20]([NH:30][O:29][CH2:28][CH2:27][O:26][CH:24]=[CH2:25])=[O:22])[CH:3]=1, predict the reactants needed to synthesize it. The reactants are: [F:1][C:2]1[C:7](=[O:8])[N:6]([CH3:9])[C:5]([NH:10][C:11]2[CH:16]=[CH:15][C:14]([S:17][CH3:18])=[CH:13][C:12]=2[F:19])=[C:4]([C:20]([O:22]C)=O)[CH:3]=1.[CH:24]([O:26][CH2:27][CH2:28][O:29][NH2:30])=[CH2:25].C[Si]([N-][Si](C)(C)C)(C)C.[Li+]. (8) Given the product [F:1][C:2]1[CH:3]=[N:4][C:5]2[C:10]([C:11]=1[CH2:12][CH2:13][N:14]1[CH2:19][CH2:18][O:17][C@@H:16]([CH2:20][NH:21][CH2:42][C:40]3[CH:39]=[CH:38][C:35]4[O:36][CH2:37][C:32](=[O:31])[NH:33][C:34]=4[N:41]=3)[CH2:15]1)=[N:9][C:8]([O:22][CH3:23])=[CH:7][CH:6]=2, predict the reactants needed to synthesize it. The reactants are: [F:1][C:2]1[CH:3]=[N:4][C:5]2[C:10]([C:11]=1[CH2:12][CH2:13][N:14]1[CH2:19][CH2:18][O:17][CH:16]([CH2:20][NH2:21])[CH2:15]1)=[N:9][C:8]([O:22][CH3:23])=[CH:7][CH:6]=2.[O-]S([O-])(=O)=O.[Na+].[Na+].[O:31]=[C:32]1[CH2:37][O:36][C:35]2[CH:38]=[CH:39][C:40]([CH:42]=O)=[N:41][C:34]=2[NH:33]1. (9) Given the product [ClH:32].[Cl:32][C:31]1[C:26]([N:18]([CH2:19][CH2:20][CH2:21][CH2:22][CH2:23][CH2:24][CH3:25])[CH2:17][CH2:16][C:14]2[N:15]=[C:11]([S:10][C:7]([CH3:8])([CH3:9])[C:6]([OH:35])=[O:5])[S:12][CH:13]=2)=[N:27][CH:28]=[C:29]([C:33]#[N:34])[CH:30]=1, predict the reactants needed to synthesize it. The reactants are: C([O:5][C:6](=[O:35])[C:7]([S:10][C:11]1[S:12][CH:13]=[C:14]([CH2:16][CH2:17][N:18]([C:26]2[C:31]([Cl:32])=[CH:30][C:29]([C:33]#[N:34])=[CH:28][N:27]=2)[CH2:19][CH2:20][CH2:21][CH2:22][CH2:23][CH2:24][CH3:25])[N:15]=1)([CH3:9])[CH3:8])(C)(C)C.FC(F)(F)C(O)=O. (10) Given the product [N+:17]([C:20]1[CH:25]=[C:24]([C:2]2[CH:10]=[C:9]3[C:5]([CH:6]=[CH:7][NH:8]3)=[CH:4][CH:3]=2)[CH:23]=[CH:22][CH:21]=1)([O-:19])=[O:18], predict the reactants needed to synthesize it. The reactants are: Br[C:2]1[CH:10]=[C:9]2[C:5]([CH:6]=[CH:7][NH:8]2)=[CH:4][CH:3]=1.C(=O)([O-])[O-].[K+].[K+].[N+:17]([C:20]1[CH:21]=[C:22](B(O)O)[CH:23]=[CH:24][CH:25]=1)([O-:19])=[O:18].C(OCC)(=O)C.